Dataset: Forward reaction prediction with 1.9M reactions from USPTO patents (1976-2016). Task: Predict the product of the given reaction. (1) Given the reactants [O:1]1[CH2:16][CH:2]1[CH2:3][O:4][C:5]1[CH:10]=[CH:9][C:8]([CH2:11][C:12]([O:14][CH3:15])=[O:13])=[CH:7][CH:6]=1.[CH:17]([NH2:20])([CH3:19])[CH3:18].O, predict the reaction product. The product is: [CH3:15][O:14][C:12](=[O:13])[CH2:11][C:8]1[CH:9]=[CH:10][C:5]([O:4][CH2:3][CH:2]([OH:1])[CH2:16][NH:20][CH:17]([CH3:19])[CH3:18])=[CH:6][CH:7]=1. (2) Given the reactants [Cl:1][C:2]1[CH:7]=[CH:6][C:5]([O:8][C@H:9]([C:13]2[CH:18]=[CH:17][CH:16]=[CH:15][CH:14]=2)[CH2:10][CH2:11]Cl)=[CH:4][C:3]=1[Cl:19].[CH3:20][CH:21]([CH3:37])[C:22]([NH:24][C:25]1[CH:30]=[CH:29][CH:28]=[C:27]([CH:31]2[CH2:36][CH2:35][NH:34][CH2:33][CH2:32]2)[CH:26]=1)=[O:23], predict the reaction product. The product is: [Cl:19][C:3]1[CH:4]=[C:5]([CH:6]=[CH:7][C:2]=1[Cl:1])[O:8][C@H:9]([C:13]1[CH:18]=[CH:17][CH:16]=[CH:15][CH:14]=1)[CH2:10][CH2:11][N:34]1[CH2:35][CH2:36][CH:31]([C:27]2[CH:26]=[C:25]([NH:24][C:22](=[O:23])[CH:21]([CH3:20])[CH3:37])[CH:30]=[CH:29][CH:28]=2)[CH2:32][CH2:33]1. (3) Given the reactants [N:1]([CH2:4][CH2:5][CH2:6][C:7]1([C:20]2[CH:25]=[CH:24][CH:23]=[CH:22][CH:21]=2)[NH:11][N:10]=[C:9]([C:12]2[CH:17]=[C:16]([F:18])[CH:15]=[CH:14][C:13]=2[F:19])[S:8]1)=[N+:2]=[N-:3].[C:26]([N:33]1C=CN=C1)(N1C=CN=C1)=[S:27].[NH2:38]N, predict the reaction product. The product is: [N:1]([CH2:4][CH2:5][CH2:6][C:7]1([C:20]2[CH:25]=[CH:24][CH:23]=[CH:22][CH:21]=2)[N:11]([C:26](=[S:27])[NH:33][NH2:38])[N:10]=[C:9]([C:12]2[CH:17]=[C:16]([F:18])[CH:15]=[CH:14][C:13]=2[F:19])[S:8]1)=[N+:2]=[N-:3]. (4) Given the reactants [Cl:1][C:2]1[C:7]([Cl:8])=[C:6]([C:9]([OH:18])([C:14]([F:17])([F:16])[F:15])[C:10]([F:13])([F:12])[F:11])[CH:5]=[CH:4][C:3]=1[C:19]1[S:23][C:22]([C:24]([O:26]CC)=[O:25])=[N:21][C:20]=1[C:29](O)=[O:30].[OH-].[K+:33], predict the reaction product. The product is: [Cl:1][C:2]1[C:7]([Cl:8])=[C:6]([C:9]([OH:18])([C:10]([F:11])([F:12])[F:13])[C:14]([F:17])([F:16])[F:15])[CH:5]=[CH:4][C:3]=1[C:19]1[S:23][C:22]([C:24]([O-:26])=[O:25])=[N:21][C:20]=1[CH2:29][OH:30].[K+:33]. (5) The product is: [NH2:11][C:10]1[CH:9]=[CH:8][C:7]([CH:1]2[CH2:2][CH2:3][CH2:4][CH2:5][CH2:6]2)=[CH:13][C:12]=1[S:15]([NH2:18])(=[O:17])=[O:16]. Given the reactants [CH:1]1([C:7]2[CH:13]=[CH:12][C:10]([NH2:11])=[CH:9][CH:8]=2)[CH2:6][CH2:5][CH2:4][CH2:3][CH2:2]1.Cl[S:15]([N:18]=C=O)(=[O:17])=[O:16].[Cl-].[Cl-].[Cl-].[Al+3], predict the reaction product. (6) Given the reactants [C:1]([C:3]1[CH:8]=[CH:7][C:6]([N:9]2[C@@H:13]3[CH2:14][CH2:15][CH2:16][CH2:17][C@H:12]3[N:11]([C:18]3[CH:23]=[CH:22][C:21]([N:24](C)[C:25](=O)C)=[C:20]([F:29])[CH:19]=3)[C:10]2=[O:30])=[CH:5][C:4]=1[C:31]([F:34])([F:33])[F:32])#[N:2].C([O-])(O)=O.[Na+], predict the reaction product. The product is: [F:29][C:20]1[CH:19]=[C:18]([N:11]2[C@@H:12]3[CH2:17][CH2:16][CH2:15][CH2:14][C@H:13]3[N:9]([C:6]3[CH:7]=[CH:8][C:3]([C:1]#[N:2])=[C:4]([C:31]([F:33])([F:34])[F:32])[CH:5]=3)[C:10]2=[O:30])[CH:23]=[CH:22][C:21]=1[NH:24][CH3:25]. (7) Given the reactants [CH3:1][C:2]1([CH3:9])[NH:7][CH2:6][CH2:5][NH:4][C:3]1=[O:8].[Cl:10][CH2:11][C:12](Cl)=[O:13], predict the reaction product. The product is: [Cl:10][CH2:11][C:12]([N:7]1[CH2:6][CH2:5][NH:4][C:3](=[O:8])[C:2]1([CH3:9])[CH3:1])=[O:13]. (8) Given the reactants [CH3:1][S:2]([C:5]1[N:10]=[C:9]([C:11]([OH:13])=O)[CH:8]=[CH:7][N:6]=1)(=[O:4])=[O:3].[NH2:14][CH2:15][CH:16]1[CH2:21][CH2:20][N:19]([C:22]([O:24][CH2:25][C:26]2[CH:31]=[CH:30][CH:29]=[CH:28][CH:27]=2)=[O:23])[CH2:18][CH2:17]1, predict the reaction product. The product is: [CH3:1][S:2]([C:5]1[N:10]=[C:9]([C:11]([NH:14][CH2:15][CH:16]2[CH2:21][CH2:20][N:19]([C:22]([O:24][CH2:25][C:26]3[CH:27]=[CH:28][CH:29]=[CH:30][CH:31]=3)=[O:23])[CH2:18][CH2:17]2)=[O:13])[CH:8]=[CH:7][N:6]=1)(=[O:3])=[O:4]. (9) Given the reactants [F:1][C:2]1[CH:8]=[C:7]([N:9]2[CH2:14][CH2:13][N:12]([CH3:15])[CH2:11][CH2:10]2)[C:6]([C:16]([F:19])([F:18])[F:17])=[CH:5][C:3]=1[NH2:4].Cl[C:21]1[N:26]=[C:25]([NH:27][C:28]2[CH:32]=[C:31]([CH3:33])[NH:30][N:29]=2)[C:24]([Cl:34])=[CH:23][N:22]=1.Cl.C([O-])(O)=O.[Na+], predict the reaction product. The product is: [Cl:34][C:24]1[C:25]([NH:27][C:28]2[CH:32]=[C:31]([CH3:33])[NH:30][N:29]=2)=[N:26][C:21]([NH:4][C:3]2[CH:5]=[C:6]([C:16]([F:17])([F:18])[F:19])[C:7]([N:9]3[CH2:14][CH2:13][N:12]([CH3:15])[CH2:11][CH2:10]3)=[CH:8][C:2]=2[F:1])=[N:22][CH:23]=1. (10) Given the reactants [CH4:1].[CH3:2][C:3](OOC(C)(C)C)(CCC(C)(OOC(C)(C)C)C)[CH3:4].[CH:22]([C:24]1[CH:29]=[CH:28][CH:27]=[CH:26][C:25]=1[CH:30]=[CH2:31])=[CH2:23], predict the reaction product. The product is: [CH2:2]=[CH:3][CH3:4].[CH2:22]=[CH2:23].[CH2:1]1[CH:26]2[C@@H:27]3[CH:28]=[CH:29][C@H:24]([CH:25]2[CH:30]=[CH:31]1)[CH2:22]3.